Dataset: Full USPTO retrosynthesis dataset with 1.9M reactions from patents (1976-2016). Task: Predict the reactants needed to synthesize the given product. Given the product [CH3:38][C:39]1[CH:46]=[CH:45][CH:44]=[CH:43][C:40]=1[CH2:41][NH:42][C:31](=[O:33])[C:30]1[CH:34]=[CH:35][CH:36]=[N:37][C:29]=1[NH2:28], predict the reactants needed to synthesize it. The reactants are: CN([P+](ON1N=NC2C=CC=CC1=2)(N(C)C)N(C)C)C.F[P-](F)(F)(F)(F)F.[NH2:28][C:29]1[N:37]=[CH:36][CH:35]=[CH:34][C:30]=1[C:31]([OH:33])=O.[CH3:38][C:39]1[CH:46]=[CH:45][CH:44]=[CH:43][C:40]=1[CH2:41][NH2:42].C(=O)(O)[O-].[Na+].